Dataset: Reaction yield outcomes from USPTO patents with 853,638 reactions. Task: Predict the reaction yield, written as a fraction of the theoretical maximum amount of product (1.0 means a 100% yield; for example, 0.34 means a 34% yield). (1) The reactants are [CH3:1][C:2]1([CH3:16])[C:10]2[C:9]3[CH:11]=[CH:12][CH:13]=[CH:14][C:8]=3[CH:7]=[CH:6][C:5]=2[N:4]=[C:3]1[CH3:15].Br[CH2:18][CH2:19][C:20]([OH:22])=[O:21]. The catalyst is ClC1C=CC=CC=1Cl. The product is [CH3:1][C:2]1([CH3:16])[C:10]2[C:9]3[CH:11]=[CH:12][CH:13]=[CH:14][C:8]=3[CH:7]=[CH:6][C:5]=2[N:4]([CH2:18][CH2:19][C:20]([OH:22])=[O:21])[CH:3]1[CH3:15]. The yield is 0.880. (2) The reactants are [Cl:1][C:2]1[CH:3]=[C:4](B(O)O)[CH:5]=[N:6][CH:7]=1.FC(F)(F)S(O[C:17]1[C@@:21]2([CH3:39])[CH2:22][CH2:23][C@H:24]3[C@H:33]([C@@H:20]2[CH2:19][CH:18]=1)[CH2:32][CH:31]=[C:30]1[C@:25]3([CH3:38])[CH2:26][CH2:27][C:28](=[O:37])[N:29]1[CH:34]1[CH2:36][CH2:35]1)(=O)=O. The catalyst is O1CCOCC1.Cl[Pd](Cl)([P](C1C=CC=CC=1)(C1C=CC=CC=1)C1C=CC=CC=1)[P](C1C=CC=CC=1)(C1C=CC=CC=1)C1C=CC=CC=1. The product is [Cl:1][C:2]1[CH:3]=[C:4]([C:17]2[C@@:21]3([CH3:39])[CH2:22][CH2:23][C@H:24]4[C@H:33]([C@@H:20]3[CH2:19][CH:18]=2)[CH2:32][CH:31]=[C:30]2[C@:25]4([CH3:38])[CH2:26][CH2:27][C:28](=[O:37])[N:29]2[CH:34]2[CH2:36][CH2:35]2)[CH:5]=[N:6][CH:7]=1. The yield is 0.150. (3) The reactants are [Na+].[C:2]([O:6][C@@H:7]([C:12]1[C:13]([CH3:32])=[CH:14][C:15]2[N:16]([CH:26]=[C:27]([C:29]([O-:31])=O)[N:28]=2)[C:17]=1[N:18]1[CH2:23][CH2:22][C:21]([CH3:25])([CH3:24])[CH2:20][CH2:19]1)[C:8]([O:10]C)=[O:9])([CH3:5])([CH3:4])[CH3:3].C(Cl)(=O)C(Cl)=O.[C:39]1([CH2:45][C:46]([NH:48][NH2:49])=O)[CH:44]=[CH:43][CH:42]=[CH:41][CH:40]=1.CCN(C(C)C)C(C)C.CC[N+](S(N=C(OC)[O-])(=O)=O)(CC)CC.[Li+].[OH-]. The catalyst is C(Cl)Cl.CN(C=O)C.O. The product is [CH2:45]([C:46]1[O:31][C:29]([C:27]2[N:28]=[C:15]3[CH:14]=[C:13]([CH3:32])[C:12]([C@H:7]([O:6][C:2]([CH3:5])([CH3:4])[CH3:3])[C:8]([OH:10])=[O:9])=[C:17]([N:18]4[CH2:23][CH2:22][C:21]([CH3:24])([CH3:25])[CH2:20][CH2:19]4)[N:16]3[CH:26]=2)=[N:49][N:48]=1)[C:39]1[CH:44]=[CH:43][CH:42]=[CH:41][CH:40]=1. The yield is 0.140. (4) The reactants are C(OC([N:8]1[CH2:11][CH:10]([C:12]2[C:17]([N:18]3[CH2:22][CH2:21][CH:20]([CH3:23])[CH2:19]3)=[N:16][CH:15]=[CH:14][N:13]=2)[CH2:9]1)=O)(C)(C)C.[ClH:24].CO. No catalyst specified. The product is [ClH:24].[NH:8]1[CH2:11][CH:10]([C:12]2[C:17]([N:18]3[CH2:22][CH2:21][CH:20]([CH3:23])[CH2:19]3)=[N:16][CH:15]=[CH:14][N:13]=2)[CH2:9]1. The yield is 0.990. (5) The reactants are Cl.[NH2:2][CH2:3][C:4]1[CH:5]=[CH:6][C:7]([F:29])=[C:8]([N:10]2[C:15]([CH3:16])=[CH:14][C:13]([O:17][CH2:18][C:19]3[CH:24]=[CH:23][C:22]([F:25])=[CH:21][C:20]=3[F:26])=[C:12]([Cl:27])[C:11]2=[O:28])[CH:9]=1.[C:30](Cl)(=[O:33])[CH2:31][CH3:32].C(N(CC)CC)C.[NH4+].[Cl-]. The catalyst is O1CCCC1. The product is [Cl:27][C:12]1[C:11](=[O:28])[N:10]([C:8]2[CH:9]=[C:4]([CH:5]=[CH:6][C:7]=2[F:29])[CH2:3][NH:2][C:30](=[O:33])[CH2:31][CH3:32])[C:15]([CH3:16])=[CH:14][C:13]=1[O:17][CH2:18][C:19]1[CH:24]=[CH:23][C:22]([F:25])=[CH:21][C:20]=1[F:26]. The yield is 0.910. (6) The reactants are [OH:1][C@:2]([C:25]1[N:29]=[C:28]([CH3:30])[O:27][N:26]=1)([CH3:24])[C:3]#[C:4][C:5]1[CH:6]=[C:7]([N:11]2[C:19]3[C:14](=[CH:15][CH:16]=[CH:17][CH:18]=3)[C:13]([C:20]([O:22]C)=O)=[N:12]2)[CH:8]=[CH:9][CH:10]=1.[NH3:31]. The catalyst is CO. The product is [OH:1][C@:2]([C:25]1[N:29]=[C:28]([CH3:30])[O:27][N:26]=1)([CH3:24])[C:3]#[C:4][C:5]1[CH:6]=[C:7]([N:11]2[C:19]3[C:14](=[CH:15][CH:16]=[CH:17][CH:18]=3)[C:13]([C:20]([NH2:31])=[O:22])=[N:12]2)[CH:8]=[CH:9][CH:10]=1. The yield is 0.270. (7) The yield is 0.920. The product is [ClH:29].[CH3:28][C:22]1[C:21]([C:18]2[CH:17]=[CH:16][C:15]([O:14][CH:11]3[CH2:12][CH2:13][NH:8][CH2:9][CH2:10]3)=[CH:20][CH:19]=2)=[CH:26][C:25](=[O:27])[NH:24][N:23]=1. The catalyst is O1CCOCC1.O. The reactants are C(OC([N:8]1[CH2:13][CH2:12][CH:11]([O:14][C:15]2[CH:20]=[CH:19][C:18]([C:21]3[C:22]([CH3:28])=[N:23][NH:24][C:25](=[O:27])[CH:26]=3)=[CH:17][CH:16]=2)[CH2:10][CH2:9]1)=O)(C)(C)C.[ClH:29]. (8) The reactants are [F:1][C:2]([F:7])([F:6])[C:3]([OH:5])=[O:4].CN([CH2:11][C:12]1[CH:13]=[C:14]([C:20]2[CH:21]=[C:22]3[C:26](=C(C(N)=O)[CH:28]=2)[NH:25][CH:24]=[C:23]3[CH:32]2[CH2:37][CH2:36][N:35]([S:38]([CH2:41][CH3:42])(=[O:40])=[O:39])[CH2:34][CH2:33]2)[CH:15]=[CH:16][C:17]=1[O:18][CH3:19])C.[CH3:43][CH:44]([NH2:46])[CH3:45].C[NH:48]C. No catalyst specified. The product is [F:1][C:2]([F:7])([F:6])[C:3]([OH:5])=[O:4].[CH2:41]([S:38]([N:35]1[CH2:34][CH2:33][CH:32]([C:23]2[C:22]3[C:26](=[C:2]([C:3]([NH2:48])=[O:5])[CH:28]=[C:20]([C:14]4[CH:15]=[CH:16][C:17]([O:18][CH3:19])=[C:12]([CH2:11][NH:46][CH:44]([CH3:45])[CH3:43])[CH:13]=4)[CH:21]=3)[NH:25][CH:24]=2)[CH2:37][CH2:36]1)(=[O:40])=[O:39])[CH3:42]. The yield is 0.240. (9) The reactants are [Cl:1][C:2]1[C:3]2[S:10][CH:9]=[CH:8][C:4]=2[N:5]=[CH:6][N:7]=1.[Li]CCCC.[CH3:16][S:17]SC. The catalyst is C1COCC1. The product is [Cl:1][C:2]1[C:3]2[S:10][C:9]([S:17][CH3:16])=[CH:8][C:4]=2[N:5]=[CH:6][N:7]=1. The yield is 0.820. (10) The product is [Cl:16][C:11]1[CH:10]=[C:9]([NH:8][C:5]2[CH:6]=[CH:7][C:2]3[NH:1][C:32](=[O:33])[O:20][C:17]([CH2:18][CH3:19])([C:22]4[S:21][CH:25]=[CH:24][CH:23]=4)[C:3]=3[CH:4]=2)[CH:14]=[CH:13][C:12]=1[F:15]. The reactants are [NH2:1][C:2]1[CH:7]=[CH:6][C:5]([NH:8][C:9]2[CH:14]=[CH:13][C:12]([F:15])=[C:11]([Cl:16])[CH:10]=2)=[CH:4][C:3]=1[C:17](=[O:20])[CH2:18][CH3:19].[S:21]1[CH:25]=[CH:24][CH:23]=[C:22]1[Li].C1N=CN([C:32](N2C=NC=C2)=[O:33])C=1. The catalyst is C1COCC1. The yield is 0.0500.